From a dataset of Full USPTO retrosynthesis dataset with 1.9M reactions from patents (1976-2016). Predict the reactants needed to synthesize the given product. (1) Given the product [Cl:33][C:34]1[CH:39]=[C:38]([N:14]2[C:15]3[C:20](=[CH:19][C:18]([C:22]([N:24]4[CH2:25][CH2:26][N:27]([CH:30]([CH3:32])[CH3:31])[CH2:28][CH2:29]4)=[O:23])=[CH:17][CH:16]=3)[CH:21]=[C:13]2[C:11]([N:8]2[CH2:9][CH2:10][C:5]3([O:4][CH2:3][CH2:2][O:1]3)[CH2:6][CH2:7]2)=[O:12])[CH:37]=[CH:36][N:35]=1, predict the reactants needed to synthesize it. The reactants are: [O:1]1[C:5]2([CH2:10][CH2:9][N:8]([C:11]([C:13]3[NH:14][C:15]4[C:20]([CH:21]=3)=[CH:19][C:18]([C:22]([N:24]3[CH2:29][CH2:28][N:27]([CH:30]([CH3:32])[CH3:31])[CH2:26][CH2:25]3)=[O:23])=[CH:17][CH:16]=4)=[O:12])[CH2:7][CH2:6]2)[O:4][CH2:3][CH2:2]1.[Cl:33][C:34]1[CH:39]=[C:38](B(O)O)[CH:37]=[CH:36][N:35]=1.N1C=CC=CC=1. (2) Given the product [F:1][C:2]1[CH:7]=[C:6]([O:8][CH2:9][CH2:10][CH2:11][N:12]2[CH2:13][CH2:14][CH2:15][CH2:16][CH2:17]2)[CH:5]=[CH:4][C:3]=1[N:18]1[CH2:19][CH2:20][N:21]([C:60]([N:54]2[CH2:59][CH2:58][O:57][CH2:56][CH2:55]2)=[O:61])[CH2:22][CH2:23]1, predict the reactants needed to synthesize it. The reactants are: [F:1][C:2]1[CH:7]=[C:6]([O:8][CH2:9][CH2:10][CH2:11][N:12]2[CH2:17][CH2:16][CH2:15][CH2:14][CH2:13]2)[CH:5]=[CH:4][C:3]=1[N:18]1[CH2:23][CH2:22][NH:21][CH2:20][CH2:19]1.CCN(CC1C=CC=CC=1)CC.C=CC1C=CC=CC=1.C=CC1C=CC(C=C)=CC=1.[N:54]1([C:60](Cl)=[O:61])[CH2:59][CH2:58][O:57][CH2:56][CH2:55]1.